Dataset: Forward reaction prediction with 1.9M reactions from USPTO patents (1976-2016). Task: Predict the product of the given reaction. (1) Given the reactants C(O)(C(F)(F)F)=O.[CH:8]1([NH:11][C:12](=[O:32])[C:13]([O:29][CH2:30][CH3:31])([O:26][CH2:27][CH3:28])[C@@H:14]([NH:18]C(=O)OC(C)(C)C)[CH2:15][CH2:16][CH3:17])[CH2:10][CH2:9]1.C([O-])(O)=O.[Na+], predict the reaction product. The product is: [NH2:18][C@@H:14]([CH2:15][CH2:16][CH3:17])[C:13]([O:29][CH2:30][CH3:31])([O:26][CH2:27][CH3:28])[C:12]([NH:11][CH:8]1[CH2:9][CH2:10]1)=[O:32]. (2) Given the reactants [NH2:1][C:2]1[CH:3]=[CH:4][C:5]2[N:11]([CH3:12])[C:10](=[O:13])[O:9][CH2:8][CH2:7][C:6]=2[CH:14]=1.Cl[C:16]1[N:21]=[C:20]([NH:22][C:23]2[CH:34]=[CH:33][CH:32]=[CH:31][C:24]=2[CH2:25][N:26]([CH3:30])[C:27](=[O:29])[CH3:28])[C:19]([Cl:35])=[CH:18][N:17]=1, predict the reaction product. The product is: [Cl:35][C:19]1[C:20]([NH:22][C:23]2[CH:34]=[CH:33][CH:32]=[CH:31][C:24]=2[CH2:25][N:26]([CH3:30])[C:27](=[O:29])[CH3:28])=[N:21][C:16]([NH:1][C:2]2[CH:3]=[CH:4][C:5]3[N:11]([CH3:12])[C:10](=[O:13])[O:9][CH2:8][CH2:7][C:6]=3[CH:14]=2)=[N:17][CH:18]=1. (3) The product is: [F:25][C:26]1([F:34])[CH2:31][CH2:30][CH:29]([CH:32]=[CH:4][C:3]([O:2][CH3:1])=[O:24])[CH2:28][CH2:27]1. Given the reactants [CH3:1][O:2][C:3](=[O:24])[CH:4]=P(C1C=CC=CC=1)(C1C=CC=CC=1)C1C=CC=CC=1.[F:25][C:26]1([F:34])[CH2:31][CH2:30][CH:29]([CH:32]=O)[CH2:28][CH2:27]1, predict the reaction product.